This data is from Full USPTO retrosynthesis dataset with 1.9M reactions from patents (1976-2016). The task is: Predict the reactants needed to synthesize the given product. Given the product [CH2:9]([N:6]1[CH:7]=[CH:8][C:4]([NH2:1])=[N:5]1)[CH2:10][CH2:11][CH3:12], predict the reactants needed to synthesize it. The reactants are: [N+:1]([C:4]1[CH:8]=[CH:7][N:6]([CH2:9][CH2:10][CH2:11][CH3:12])[N:5]=1)([O-])=O.CO.[H][H].